Dataset: Full USPTO retrosynthesis dataset with 1.9M reactions from patents (1976-2016). Task: Predict the reactants needed to synthesize the given product. (1) Given the product [CH3:3][C:4]1[O:8][C:7]([C:9]2[CH:10]=[CH:11][CH:12]=[CH:13][CH:14]=2)=[N:6][C:5]=1[CH2:15][O:16][C:17]1[CH:18]=[C:19]([CH:39]=[CH:40][CH:41]=1)[CH2:20][O:21]/[N:22]=[C:23](/[C:33]1[CH:38]=[CH:37][CH:36]=[CH:35][CH:34]=1)\[CH2:24][CH2:25][CH2:26][CH2:27][C:28]([OH:30])=[O:29], predict the reactants needed to synthesize it. The reactants are: [OH-].[Na+].[CH3:3][C:4]1[O:8][C:7]([C:9]2[CH:14]=[CH:13][CH:12]=[CH:11][CH:10]=2)=[N:6][C:5]=1[CH2:15][O:16][C:17]1[CH:18]=[C:19]([CH:39]=[CH:40][CH:41]=1)[CH2:20][O:21]/[N:22]=[C:23](/[C:33]1[CH:38]=[CH:37][CH:36]=[CH:35][CH:34]=1)\[CH2:24][CH2:25][CH2:26][CH2:27][C:28]([O:30]CC)=[O:29].CO.Cl. (2) Given the product [Br:10][C:11]1[CH:18]=[CH:17][C:14]([CH2:15][N:20]2[CH2:24][CH2:23][C@@H:22]([OH:25])[CH2:21]2)=[CH:13][CH:12]=1, predict the reactants needed to synthesize it. The reactants are: C(N(C(C)C)CC)(C)C.[Br:10][C:11]1[CH:18]=[CH:17][C:14]([CH2:15]Br)=[CH:13][CH:12]=1.Cl.[NH:20]1[CH2:24][CH2:23][C@@H:22]([OH:25])[CH2:21]1. (3) Given the product [Cl:1][C:2]1[CH:7]=[CH:6][NH:5][C:4](=[O:8])[C:3]=1[C:10]1[NH:11][C:12]2=[CH:20][C:19]3[C:18](=[O:21])[N:17]([CH:22]([CH3:23])[CH3:24])[C:16](=[O:25])[C:15]=3[CH:14]=[C:13]2[N:26]=1, predict the reactants needed to synthesize it. The reactants are: [Cl:1][C:2]1[CH:7]=[CH:6][N:5]=[C:4]([O:8]C)[C:3]=1[C:10]1[NH:26][C:13]2=[CH:14][C:15]3[C:16](=[O:25])[N:17]([CH:22]([CH3:24])[CH3:23])[C:18](=[O:21])[C:19]=3[CH:20]=[C:12]2[N:11]=1.Cl. (4) Given the product [Cl:1][C:2]1[CH:3]=[CH:4][C:5]([O:15][CH2:16][C:17]2[CH:22]=[CH:21][CH:20]=[C:19]([F:23])[C:18]=2[F:24])=[C:6]([C:8]2[N:25]([C:26]3[CH:27]=[C:28]([C:32]([F:35])=[CH:33][CH:34]=3)[C:29]([OH:31])=[O:30])[C:11]([CH3:12])=[CH:10][CH:9]=2)[CH:7]=1, predict the reactants needed to synthesize it. The reactants are: [Cl:1][C:2]1[CH:3]=[CH:4][C:5]([O:15][CH2:16][C:17]2[CH:22]=[CH:21][CH:20]=[C:19]([F:23])[C:18]=2[F:24])=[C:6]([C:8](=O)[CH2:9][CH2:10][C:11](=O)[CH3:12])[CH:7]=1.[NH2:25][C:26]1[CH:27]=[C:28]([C:32]([F:35])=[CH:33][CH:34]=1)[C:29]([OH:31])=[O:30].CC1C=CC(S(O)(=O)=O)=CC=1. (5) Given the product [CH2:19]([O:26][C:4]1[C:9]([CH3:10])=[C:8]([CH2:11][C:12]2[CH:17]=[CH:16][CH:15]=[CH:14][C:13]=2[CH3:18])[N:7]=[CH:6][N:5]=1)[C:20]1[CH:25]=[CH:24][CH:23]=[CH:22][CH:21]=1, predict the reactants needed to synthesize it. The reactants are: [OH-].[K+].Cl[C:4]1[C:9]([CH3:10])=[C:8]([CH2:11][C:12]2[CH:17]=[CH:16][CH:15]=[CH:14][C:13]=2[CH3:18])[N:7]=[CH:6][N:5]=1.[CH2:19]([OH:26])[C:20]1[CH:25]=[CH:24][CH:23]=[CH:22][CH:21]=1.O. (6) Given the product [F:23][C:24]([F:37])([F:36])[S:25]([O:11][C:5]1[C:6]([C:8](=[O:10])[CH3:9])=[CH:7][C:2]([Cl:1])=[C:3]([CH3:15])[C:4]=1[N+:12]([O-:14])=[O:13])(=[O:27])=[O:26], predict the reactants needed to synthesize it. The reactants are: [Cl:1][C:2]1[C:3]([CH3:15])=[C:4]([N+:12]([O-:14])=[O:13])[C:5]([OH:11])=[C:6]([C:8](=[O:10])[CH3:9])[CH:7]=1.C(N(CC)CC)C.[F:23][C:24]([F:37])([F:36])[S:25](O[S:25]([C:24]([F:37])([F:36])[F:23])(=[O:27])=[O:26])(=[O:27])=[O:26]. (7) Given the product [NH2:17][C:13]1[S:14][CH2:15][CH2:16][C:11]2([C:4]3[C:42](=[CH:6][CH:7]=[C:2]([C:35]4[CH:34]=[C:33]([CH:38]=[CH:37][CH:36]=4)[C:31]#[N:32])[CH:3]=3)[O:45][CH:9]([C:25]3[CH:26]=[CH:27][CH:28]=[CH:29][CH:30]=3)[CH2:10]2)[N:12]=1, predict the reactants needed to synthesize it. The reactants are: Br[C:2]1[CH:3]=[C:4]2[C:11]3([CH2:16][CH2:15][S:14][C:13]([NH:17]C(=O)OC(C)(C)C)=[N:12]3)[CH2:10][CH:9]([C:25]3[CH:30]=[CH:29][CH:28]=[CH:27][CH:26]=3)OC2=[CH:6][CH:7]=1.[C:31]([C:33]1[CH:34]=[C:35](B(O)O)[CH:36]=[CH:37][CH:38]=1)#[N:32].[C:42]([O-:45])([O-])=O.[Cs+].[Cs+].Cl. (8) Given the product [NH2:21][C:19]1[CH:20]=[C:10]2[C:9]([NH:8][C@@H:3]3[CH2:4][CH2:5][CH2:6][CH2:7][C@@H:2]3[CH3:1])=[C:14]([C:15]([NH2:17])=[O:16])[CH:13]=[N:12][N:11]2[CH:18]=1, predict the reactants needed to synthesize it. The reactants are: [CH3:1][C@H:2]1[CH2:7][CH2:6][CH2:5][CH2:4][C@H:3]1[NH:8][C:9]1[C:10]2[N:11]([CH:18]=[C:19]([N+:21]([O-])=O)[CH:20]=2)[N:12]=[CH:13][C:14]=1[C:15]([NH2:17])=[O:16]. (9) Given the product [NH2:1][C:2]1[CH:10]=[CH:9][C:5]([C:6]([O:8][CH3:18])=[O:7])=[C:4]([N+:11]([O-:13])=[O:12])[CH:3]=1, predict the reactants needed to synthesize it. The reactants are: [NH2:1][C:2]1[CH:10]=[CH:9][C:5]([C:6]([OH:8])=[O:7])=[C:4]([N+:11]([O-:13])=[O:12])[CH:3]=1.O=S(Cl)Cl.[CH3:18]O. (10) Given the product [OH:5][CH2:6][C:7]1[C:11]([CH2:12][O:13][C:18]2[CH:19]=[CH:20][C:21]([C:24]3[CH:25]=[C:26]4[C:31](=[CH:32][CH:33]=3)[N:30]=[C:29]([C:34]([O:36][CH3:37])=[O:35])[CH:28]=[CH:27]4)=[CH:22][CH:23]=2)=[C:10]([CH:14]([CH3:15])[CH3:16])[O:9][N:8]=1, predict the reactants needed to synthesize it. The reactants are: CC([O:5][CH2:6][C:7]1[C:11]([CH2:12][OH:13])=[C:10]([CH:14]([CH3:16])[CH3:15])[O:9][N:8]=1)(C)C.O[C:18]1[CH:23]=[CH:22][C:21]([C:24]2[CH:25]=[C:26]3[C:31](=[CH:32][CH:33]=2)[N:30]=[C:29]([C:34]([O:36][CH3:37])=[O:35])[CH:28]=[CH:27]3)=[CH:20][CH:19]=1.C1(P(C2C=CC=CC=2)C2C=CC=CC=2)C=CC=CC=1.N(C(OC(C)C)=O)=NC(OC(C)C)=O.FC(F)(F)C(O)=O.